The task is: Predict the product of the given reaction.. This data is from Forward reaction prediction with 1.9M reactions from USPTO patents (1976-2016). (1) Given the reactants C(N(CC)CC)C.[OH:8][C:9]1[CH:10]=[C:11]([C:15]2([C:23]3[CH:28]=[CH:27][CH:26]=[CH:25][CH:24]=3)[NH:19][C:18](=[S:20])[N:17]([CH3:21])[C:16]2=[O:22])[CH:12]=[CH:13][CH:14]=1.[CH3:29][S:30](Cl)(=[O:32])=[O:31], predict the reaction product. The product is: [CH3:29][S:30]([O:8][C:9]1[CH:14]=[CH:13][CH:12]=[C:11]([C:15]2([C:23]3[CH:28]=[CH:27][CH:26]=[CH:25][CH:24]=3)[C:16](=[O:22])[N:17]([CH3:21])[C:18](=[S:20])[NH:19]2)[CH:10]=1)(=[O:32])=[O:31]. (2) Given the reactants [C:1]1([N:7]=[C:8]=[O:9])[CH:6]=[CH:5][CH:4]=[CH:3][CH:2]=1.[NH2:10][C:11]1[N:15]([C:16]2[CH:17]=[C:18]([CH:33]=[CH:34][CH:35]=2)[CH2:19][NH:20][C:21](=[O:32])[C@@H:22]([NH:24][C:25](=[O:31])[O:26][C:27]([CH3:30])([CH3:29])[CH3:28])[CH3:23])[N:14]=[C:13]([C:36]([F:39])([F:38])[F:37])[CH:12]=1.C(N(CC)CC)C, predict the reaction product. The product is: [C:1]1([NH:7][C:8](=[O:9])[NH:10][C:11]2[N:15]([C:16]3[CH:17]=[C:18]([CH:33]=[CH:34][CH:35]=3)[CH2:19][NH:20][C:21](=[O:32])[C@@H:22]([NH:24][C:25](=[O:31])[O:26][C:27]([CH3:30])([CH3:29])[CH3:28])[CH3:23])[N:14]=[C:13]([C:36]([F:38])([F:39])[F:37])[CH:12]=2)[CH:6]=[CH:5][CH:4]=[CH:3][CH:2]=1.